This data is from Catalyst prediction with 721,799 reactions and 888 catalyst types from USPTO. The task is: Predict which catalyst facilitates the given reaction. (1) Reactant: [OH-].[Na+:2].[NH:3]([C:10]1[CH:15]=[C:14]([O:16][C:17]2[C:18]([C:24]([O:26]C)=[O:25])=[N:19][C:20]([CH3:23])=[CH:21][CH:22]=2)[CH:13]=[CH:12][N:11]=1)[C:4]1[CH:9]=[CH:8][CH:7]=[CH:6][CH:5]=1. Product: [NH:3]([C:10]1[CH:15]=[C:14]([O:16][C:17]2[C:18]([C:24]([O-:26])=[O:25])=[N:19][C:20]([CH3:23])=[CH:21][CH:22]=2)[CH:13]=[CH:12][N:11]=1)[C:4]1[CH:5]=[CH:6][CH:7]=[CH:8][CH:9]=1.[Na+:2]. The catalyst class is: 36. (2) Reactant: [CH3:1][O:2][C:3]1[CH:4]=[CH:5][C:6]([CH2:12][S:13]([CH2:16][C:17](O)=O)(=[O:15])=[O:14])=[N:7][C:8]=1[N+:9]([O-:11])=[O:10].[CH3:20][O:21][C:22]1[CH:29]=[C:28]([O:30][CH3:31])[CH:27]=[C:26]([O:32][CH3:33])[C:23]=1C=O.C(OC(=O)C)(=O)C. Product: [CH3:1][O:2][C:3]1[C:8]([N+:9]([O-:11])=[O:10])=[N:7][C:6]([CH2:12][S:13](/[CH:16]=[CH:17]/[C:23]2[C:26]([O:32][CH3:33])=[CH:27][C:28]([O:30][CH3:31])=[CH:29][C:22]=2[O:21][CH3:20])(=[O:14])=[O:15])=[CH:5][CH:4]=1. The catalyst class is: 11. (3) Reactant: [CH3:1][O:2][C:3]([C@H:5]1[CH2:9][C@H:8]([OH:10])[C@@H:7]([NH2:11])[CH2:6]1)=[O:4].[S:12]1[CH:16]=[CH:15][CH:14]=[C:13]1[C:17](O)=[O:18].F[P-](F)(F)(F)(F)F.N1(O[P+](N(C)C)(N(C)C)N(C)C)C2C=CC=CC=2N=N1. Product: [CH3:1][O:2][C:3]([C@@H:5]1[CH2:6][C@H:7]([NH:11][C:17]([C:13]2[S:12][CH:16]=[CH:15][CH:14]=2)=[O:18])[C@@H:8]([OH:10])[CH2:9]1)=[O:4]. The catalyst class is: 31. (4) Reactant: [Si]([O:8][CH2:9][C@@H:10]([N:19]1[CH:24]=[CH:23][C:22]([C:25]2[CH:30]=[CH:29][N:28]=[C:27]([NH:31][C:32]3[CH:37]=[CH:36][N:35]=[C:34]([CH3:38])[CH:33]=3)[N:26]=2)=[CH:21][C:20]1=[O:39])[C:11]1[CH:16]=[CH:15][C:14]([Cl:17])=[C:13]([F:18])[CH:12]=1)(C(C)(C)C)(C)C.CCCC[N+](CCCC)(CCCC)CCCC.[F-].O. Product: [Cl:17][C:14]1[CH:15]=[CH:16][C:11]([C@H:10]([N:19]2[CH:24]=[CH:23][C:22]([C:25]3[CH:30]=[CH:29][N:28]=[C:27]([NH:31][C:32]4[CH:37]=[CH:36][N:35]=[C:34]([CH3:38])[CH:33]=4)[N:26]=3)=[CH:21][C:20]2=[O:39])[CH2:9][OH:8])=[CH:12][C:13]=1[F:18]. The catalyst class is: 1. (5) Reactant: [CH3:1][C:2]1[CH:11]=[CH:10][C:9]2[C:4](=[CH:5][CH:6]=[CH:7][CH:8]=2)[C:3]=1[CH2:12][C:13](=[O:15])[CH3:14].[H-].[H-].[H-].[H-].[Li+].[Al+3]. Product: [CH3:1][C:2]1[CH:11]=[CH:10][C:9]2[C:4](=[CH:5][CH:6]=[CH:7][CH:8]=2)[C:3]=1[CH2:12][CH:13]([OH:15])[CH3:14]. The catalyst class is: 28. (6) Reactant: [H-].[Na+].[SH:3][CH2:4][C:5]([O:7][CH2:8][CH3:9])=[O:6].[Br:10][C:11]1[CH:18]=[CH:17][C:14]([CH:15]=O)=[C:13](F)[CH:12]=1.O. Product: [Br:10][C:11]1[CH:18]=[CH:17][C:14]2[CH:15]=[C:4]([C:5]([O:7][CH2:8][CH3:9])=[O:6])[S:3][C:13]=2[CH:12]=1. The catalyst class is: 16. (7) Reactant: [CH3:1][O:2][C:3]1[CH:4]=[C:5]2[C:10](=[CH:11][C:12]=1[O:13][CH3:14])[N:9]=[CH:8][CH:7]=[C:6]2[O:15][C:16]1[CH:21]=[CH:20][C:19]([NH2:22])=[CH:18][C:17]=1[F:23].[OH:24][C@H:25]([CH3:43])[CH2:26][N:27]1[C:31]([CH3:32])=[C:30]([C:33](O)=[O:34])[C:29](=[O:36])[N:28]1[C:37]1[CH:42]=[CH:41][CH:40]=[CH:39][CH:38]=1.CN(C(ON1N=NC2C=CC=NC1=2)=[N+](C)C)C.F[P-](F)(F)(F)(F)F. Product: [CH3:1][O:2][C:3]1[CH:4]=[C:5]2[C:10](=[CH:11][C:12]=1[O:13][CH3:14])[N:9]=[CH:8][CH:7]=[C:6]2[O:15][C:16]1[CH:21]=[CH:20][C:19]([NH:22][C:33]([C:30]2[C:29](=[O:36])[N:28]([C:37]3[CH:42]=[CH:41][CH:40]=[CH:39][CH:38]=3)[N:27]([CH2:26][C@H:25]([OH:24])[CH3:43])[C:31]=2[CH3:32])=[O:34])=[CH:18][C:17]=1[F:23]. The catalyst class is: 2. (8) Reactant: [CH2:1]([N:8]1[CH2:13][CH:12]2[CH:10]([C:11]2([CH3:23])[C:14]2[CH:19]=[CH:18][CH:17]=[C:16]([N+:20]([O-])=O)[CH:15]=2)[C:9]1=[O:24])[C:2]1[CH:7]=[CH:6][CH:5]=[CH:4][CH:3]=1.O.[Cl-].[Ca+2].[Cl-]. Product: [NH2:20][C:16]1[CH:15]=[C:14]([C:11]2([CH3:23])[CH:10]3[CH:12]2[CH2:13][N:8]([CH2:1][C:2]2[CH:3]=[CH:4][CH:5]=[CH:6][CH:7]=2)[C:9]3=[O:24])[CH:19]=[CH:18][CH:17]=1. The catalyst class is: 186. (9) Reactant: [CH:1]1([C:7]2[CH:11]=[C:10]([C:12]3[CH:17]=[CH:16][C:15]([O:18][C:19]([F:22])([F:21])[F:20])=[CH:14][CH:13]=3)[N:9]([CH2:23][C:24]3[CH:32]=[CH:31][C:27]([C:28]([OH:30])=O)=[CH:26][CH:25]=3)[N:8]=2)[CH2:6][CH2:5][CH2:4][CH2:3][CH2:2]1.C(Cl)CCl.C1C=CC2N(O)N=NC=2C=1.O.[NH2:48][C:49]1[NH:53][N:52]=[N:51][N:50]=1. Product: [CH:1]1([C:7]2[CH:11]=[C:10]([C:12]3[CH:13]=[CH:14][C:15]([O:18][C:19]([F:21])([F:20])[F:22])=[CH:16][CH:17]=3)[N:9]([CH2:23][C:24]3[CH:25]=[CH:26][C:27]([C:28]([NH:48][C:49]4[NH:53][N:52]=[N:51][N:50]=4)=[O:30])=[CH:31][CH:32]=3)[N:8]=2)[CH2:2][CH2:3][CH2:4][CH2:5][CH2:6]1. The catalyst class is: 18.